From a dataset of Peptide-MHC class I binding affinity with 185,985 pairs from IEDB/IMGT. Regression. Given a peptide amino acid sequence and an MHC pseudo amino acid sequence, predict their binding affinity value. This is MHC class I binding data. The peptide sequence is IVMRYVLDH. The MHC is HLA-B44:02 with pseudo-sequence HLA-B44:02. The binding affinity (normalized) is 0.213.